This data is from Catalyst prediction with 721,799 reactions and 888 catalyst types from USPTO. The task is: Predict which catalyst facilitates the given reaction. (1) The catalyst class is: 133. Product: [CH2:1]([O:8][C:9]1[C:14]([C:15]([C:18]2[CH:19]=[C:20]([C:24]3[CH:29]=[CH:28][CH:27]=[CH:26][C:25]=3[O:30][CH3:31])[CH:21]=[CH:22][CH:23]=2)=[CH2:16])=[CH:13][CH:12]=[CH:11][C:10]=1[C:32]1[CH:37]=[CH:36][CH:35]=[CH:34][CH:33]=1)[C:2]1[CH:7]=[CH:6][CH:5]=[CH:4][CH:3]=1. Reactant: [CH2:1]([O:8][C:9]1[C:14]([C:15]([C:18]2[CH:19]=[C:20]([C:24]3[CH:29]=[CH:28][CH:27]=[CH:26][C:25]=3[O:30][CH3:31])[CH:21]=[CH:22][CH:23]=2)(O)[CH3:16])=[CH:13][CH:12]=[CH:11][C:10]=1[C:32]1[CH:37]=[CH:36][CH:35]=[CH:34][CH:33]=1)[C:2]1[CH:7]=[CH:6][CH:5]=[CH:4][CH:3]=1.C1(C)C=CC(S(O)(=O)=O)=CC=1. (2) Reactant: [F:1][C:2]1[CH:3]=[C:4]([CH:43]=[CH:44][C:45]=1[F:46])[CH2:5][NH:6][C:7](=[O:42])[C:8]1[CH:13]=[CH:12][CH:11]=[N:10][C:9]=1[NH:14][C:15]1[S:16][CH:17]=[C:18]([C:20]2[CH:21]=[C:22]3[C:27](=[CH:28][CH:29]=2)[N:26]=[CH:25][N:24]=[C:23]3[NH:30]CC2C=CC(OC)=CC=2OC)[N:19]=1.FC(F)(F)C(O)=O. Product: [NH2:30][C:23]1[C:22]2[C:27](=[CH:28][CH:29]=[C:20]([C:18]3[N:19]=[C:15]([NH:14][C:9]4[N:10]=[CH:11][CH:12]=[CH:13][C:8]=4[C:7]([NH:6][CH2:5][C:4]4[CH:43]=[CH:44][C:45]([F:46])=[C:2]([F:1])[CH:3]=4)=[O:42])[S:16][CH:17]=3)[CH:21]=2)[N:26]=[CH:25][N:24]=1. The catalyst class is: 91. (3) Reactant: [CH:1]12[C:9](=[C:10]([C:26]3[CH:31]=[CH:30][C:29]([OH:32])=[CH:28][CH:27]=3)[C:11]3[CH:16]=[CH:15][C:14](/[CH:17]=[CH:18]/[C:19]([O:21]C(C)(C)C)=[O:20])=[CH:13][CH:12]=3)[CH:5]([CH2:6][CH2:7][CH2:8]1)[CH2:4][CH2:3][CH2:2]2.C(O)(C(F)(F)F)=O. Product: [CH:5]12[C:9](=[C:10]([C:26]3[CH:31]=[CH:30][C:29]([OH:32])=[CH:28][CH:27]=3)[C:11]3[CH:16]=[CH:15][C:14](/[CH:17]=[CH:18]/[C:19]([OH:21])=[O:20])=[CH:13][CH:12]=3)[CH:1]([CH2:8][CH2:7][CH2:6]1)[CH2:2][CH2:3][CH2:4]2. The catalyst class is: 390. (4) Reactant: [CH3:1][O:2][C:3]1[CH:4]=[C:5]2[C:9](=[CH:10][C:11]=1[O:12][CH3:13])[NH:8][C:7]1[N:14]=[CH:15][NH:16][C:17](=O)[C:6]2=1.O=P(Cl)(Cl)[Cl:21]. Product: [N:14]1[C:7]2[C:6](=[CH:5][CH:9]=[CH:10][CH:11]=2)[CH:17]=[N:16][CH:15]=1.[Cl:21][C:17]1[CH:6]2[CH:7]([NH:8][C:9]3[C:5]2=[CH:4][C:3]([O:2][CH3:1])=[C:11]([O:12][CH3:13])[CH:10]=3)[N:14]=[CH:15][N:16]=1. The catalyst class is: 12. (5) Reactant: [C:1]([O:5][C:6](=[O:27])[NH:7][CH2:8][C@H:9]1[CH2:14][CH2:13][C@H:12]([CH2:15][NH:16][C:17]2[C:22]([N+:23]([O-:25])=[O:24])=[CH:21][N:20]=[C:19](Cl)[N:18]=2)[CH2:11][CH2:10]1)([CH3:4])([CH3:3])[CH3:2].CCN(C(C)C)C(C)C.[NH2:37][CH2:38][C:39]1[CH:40]=[C:41]([CH:48]=[CH:49][CH:50]=1)[C:42]([NH:44][CH2:45][CH2:46][OH:47])=[O:43]. Product: [C:1]([O:5][C:6](=[O:27])[NH:7][CH2:8][CH:9]1[CH2:14][CH2:13][CH:12]([CH2:15][NH:16][C:17]2[C:22]([N+:23]([O-:25])=[O:24])=[CH:21][N:20]=[C:19]([NH:37][CH2:38][C:39]3[CH:50]=[CH:49][CH:48]=[C:41]([C:42](=[O:43])[NH:44][CH2:45][CH2:46][OH:47])[CH:40]=3)[N:18]=2)[CH2:11][CH2:10]1)([CH3:4])([CH3:3])[CH3:2]. The catalyst class is: 3.